This data is from Full USPTO retrosynthesis dataset with 1.9M reactions from patents (1976-2016). The task is: Predict the reactants needed to synthesize the given product. (1) Given the product [F:1][C:2]1[CH:3]=[CH:4][C:5]([CH2:6][NH:7][C:8]([C:10]2[S:18][C:17]3[N:12]([C:13](=[O:29])[N:14]([CH2:22][C:23]4[CH:24]=[CH:25][CH:26]=[CH:27][CH:28]=4)[C:15](=[O:21])[C:16]=3[CH2:19][OH:20])[CH:11]=2)=[O:9])=[CH:30][CH:31]=1, predict the reactants needed to synthesize it. The reactants are: [F:1][C:2]1[CH:31]=[CH:30][C:5]([CH2:6][NH:7][C:8]([C:10]2[S:18][C:17]3[N:12]([C:13](=[O:29])[N:14]([CH2:22][C:23]4[CH:28]=[CH:27][CH:26]=[CH:25][CH:24]=4)[C:15](=[O:21])[C:16]=3[CH:19]=[O:20])[CH:11]=2)=[O:9])=[CH:4][CH:3]=1.O.[BH4-].[Na+]. (2) Given the product [CH:1]1([NH:4][C:5]([NH:6][C:7]2[CH:41]=[CH:40][C:10]([O:11][C:12]3[CH:17]=[CH:16][N:15]=[C:14]4[CH:18]=[C:19]([C:21]5[CH:39]=[CH:38][C:24]([CH2:25][NH:26][CH2:34][CH2:35][O:36][CH3:37])=[CH:23][CH:22]=5)[S:20][C:13]=34)=[C:9]([F:42])[CH:8]=2)=[O:43])[CH2:3][CH2:2]1, predict the reactants needed to synthesize it. The reactants are: [CH:1]1([NH:4][C:5](=[O:43])[NH:6][C:7]2[CH:41]=[CH:40][C:10]([O:11][C:12]3[CH:17]=[CH:16][N:15]=[C:14]4[CH:18]=[C:19]([C:21]5[CH:39]=[CH:38][C:24]([CH2:25][N:26]([CH2:34][CH2:35][O:36][CH3:37])C(=O)OC(C)(C)C)=[CH:23][CH:22]=5)[S:20][C:13]=34)=[C:9]([F:42])[CH:8]=2)[CH2:3][CH2:2]1.Cl.O1CCOCC1. (3) Given the product [C:33]([O:41][C:27]1[C:28]([C:29]([O:31][CH3:32])=[O:30])=[N:1][C:2]([CH:3]([NH:13][C:14]([O:15][C:16]([CH3:19])([CH3:18])[CH3:17])=[O:20])[CH2:4][O:5][CH2:6][C:7]2[CH:12]=[CH:11][CH:10]=[CH:9][CH:8]=2)=[N:21][C:25]=1[OH:26])(=[O:40])[C:34]1[CH:39]=[CH:38][CH:37]=[CH:36][CH:35]=1, predict the reactants needed to synthesize it. The reactants are: [NH2:1]/[C:2](=[N:21]/O)/[CH:3]([NH:13][C:14](=[O:20])[O:15][C:16]([CH3:19])([CH3:18])[CH3:17])[CH2:4][O:5][CH2:6][C:7]1[CH:12]=[CH:11][CH:10]=[CH:9][CH:8]=1.CO[C:25]([C:27]#[C:28][C:29]([O:31][CH3:32])=[O:30])=[O:26].[C:33]([O:41]C(=O)C1C=CC=CC=1)(=[O:40])[C:34]1[CH:39]=[CH:38][CH:37]=[CH:36][CH:35]=1. (4) Given the product [ClH:40].[F:1][C:2]1[CH:7]=[CH:6][CH:5]=[CH:4][C:3]=1[CH2:8][O:9][C:10]1[CH:11]=[C:12]([C@H:16]2[CH2:20][CH2:19][C@:18]3([CH2:24][CH2:23][NH:22][C:21]3=[O:25])[NH:17]2)[CH:13]=[CH:14][CH:15]=1, predict the reactants needed to synthesize it. The reactants are: [F:1][C:2]1[CH:7]=[CH:6][CH:5]=[CH:4][C:3]=1[CH2:8][O:9][C:10]1[CH:11]=[C:12]([C@H:16]2[CH2:20][CH2:19][C@:18]3([CH2:24][CH2:23][NH:22][C:21]3=[O:25])[N:17]2C(OC(C)(C)C)=O)[CH:13]=[CH:14][CH:15]=1.C(O)(C(F)(F)F)=O.[Cl:40]CCl. (5) The reactants are: [O:1]=[C:2]1[NH:6][C:5](=[O:7])[O:4][N:3]1[CH2:8][C:9]1[CH:32]=[CH:31][C:12]([O:13][CH2:14][C:15]2[CH:16]=[C:17]([C:21]3[CH:26]=[CH:25][C:24]([C:27]([OH:29])=O)=[CH:23][C:22]=3[CH3:30])[CH:18]=[CH:19][CH:20]=2)=[CH:11][CH:10]=1.[CH2:33]([N:35]1[CH2:40][CH2:39][CH2:38][CH:37]([NH2:41])[CH2:36]1)[CH3:34].C[N+]1(C2N=C(OC)N=C(OC)N=2)CCOCC1.[Cl-].C(Cl)(Cl)Cl. Given the product [O:1]=[C:2]1[NH:6][C:5](=[O:7])[O:4][N:3]1[CH2:8][C:9]1[CH:10]=[CH:11][C:12]([O:13][CH2:14][C:15]2[CH:16]=[C:17]([C:21]3[CH:26]=[CH:25][C:24]([C:27]([NH:41][CH:37]4[CH2:38][CH2:39][CH2:40][N:35]([CH2:33][CH3:34])[CH2:36]4)=[O:29])=[CH:23][C:22]=3[CH3:30])[CH:18]=[CH:19][CH:20]=2)=[CH:31][CH:32]=1, predict the reactants needed to synthesize it. (6) Given the product [Br:1][CH2:2][CH2:3][CH2:4][CH:5]1[CH2:11][CH2:10][CH2:8][CH2:7][O:6]1, predict the reactants needed to synthesize it. The reactants are: [Br:1][CH2:2][CH2:3][C@H:4]1[CH2:8][CH2:7][O:6][CH2:5]1.O1CCC[CH2:11][CH:10]1CCCO.